From a dataset of Catalyst prediction with 721,799 reactions and 888 catalyst types from USPTO. Predict which catalyst facilitates the given reaction. (1) Reactant: [F:1][C:2]1[C:3]([NH:12][C@@H:13]2[CH2:18][C@@H:17]3[N:19](C(OC(C)(C)C)=O)[C@H:14]2[CH2:15][CH2:16]3)=[N:4][CH:5]=[C:6]([C:8]([F:11])([F:10])[F:9])[CH:7]=1.Cl. Product: [F:1][C:2]1[C:3]([NH:12][C@@H:13]2[CH2:18][C@@H:17]3[NH:19][C@H:14]2[CH2:15][CH2:16]3)=[N:4][CH:5]=[C:6]([C:8]([F:11])([F:10])[F:9])[CH:7]=1. The catalyst class is: 135. (2) Reactant: [C:1](Cl)(=[O:8])[C:2]1[CH:7]=[CH:6][CH:5]=[CH:4][CH:3]=1.[F:10][C:11]1[CH:16]=[CH:15][C:14]([CH3:17])=[CH:13][C:12]=1[OH:18].C(N(CC)CC)C. Product: [F:10][C:11]1[CH:16]=[CH:15][C:14]([CH3:17])=[CH:13][C:12]=1[O:18][C:1](=[O:8])[C:2]1[CH:7]=[CH:6][CH:5]=[CH:4][CH:3]=1. The catalyst class is: 4. (3) Reactant: [Cl:1][C:2]1[CH:3]=[C:4]([C:9]2[CH:17]=[CH:16][CH:15]=[C:14]3[C:10]=2[CH2:11][C:12](=[O:18])[NH:13]3)[CH:5]=[CH:6][C:7]=1[F:8].[N:19]1([CH2:24][CH2:25][NH:26][C:27]([C:29]2[C:33]([CH3:34])=[C:32]([CH:35]=O)[NH:31][C:30]=2[CH3:37])=[O:28])[CH:23]=[CH:22][N:21]=[N:20]1. Product: [N:19]1([CH2:24][CH2:25][NH:26][C:27]([C:29]2[C:33]([CH3:34])=[C:32]([CH:35]=[C:11]3[C:10]4[C:14](=[CH:15][CH:16]=[CH:17][C:9]=4[C:4]4[CH:5]=[CH:6][C:7]([F:8])=[C:2]([Cl:1])[CH:3]=4)[NH:13][C:12]3=[O:18])[NH:31][C:30]=2[CH3:37])=[O:28])[CH:23]=[CH:22][N:21]=[N:20]1. The catalyst class is: 360. (4) Reactant: [Cl:1][C:2]1[CH:7]=[C:6]([N:8]2[CH2:12][CH2:11][CH2:10][CH2:9]2)[CH:5]=[CH:4][C:3]=1[C:13](=[O:39])[CH2:14][C:15]([C:17]1[C:18](O)=[C:19]([CH:27]2[CH2:31][CH2:30][N:29]([CH3:32])[CH:28]2[CH2:33][O:34]C(=O)C)[C:20]([O:25][CH3:26])=[CH:21][C:22]=1[O:23][CH3:24])=[O:16].C([O-])([O-])=O.[Na+].[Na+]. Product: [Cl:1][C:2]1[CH:7]=[C:6]([N:8]2[CH2:12][CH2:11][CH2:10][CH2:9]2)[CH:5]=[CH:4][C:3]=1[C:13]1[O:39][C:18]2[C:17]([C:15](=[O:16])[CH:14]=1)=[C:22]([O:23][CH3:24])[CH:21]=[C:20]([O:25][CH3:26])[C:19]=2[C@@H:27]1[CH2:31][CH2:30][N:29]([CH3:32])[C@H:28]1[CH2:33][OH:34]. The catalyst class is: 33. (5) Reactant: C(=O)([O-])[O-].[K+].[K+].[F:7][C:8]1[CH:23]=[C:22](F)[C:21]([F:25])=[CH:20][C:9]=1[C:10]([O:12][C:13]1[CH:18]=[CH:17][C:16]([CH3:19])=[CH:15][CH:14]=1)=[O:11].[Cl:26][C:27]1[CH:28]=[C:29]([OH:34])[CH:30]=[N:31][C:32]=1[F:33]. Product: [Cl:26][C:27]1[CH:28]=[C:29]([O:34][C:22]2[C:21]([F:25])=[CH:20][C:9]([C:10]([O:12][C:13]3[CH:18]=[CH:17][C:16]([CH3:19])=[CH:15][CH:14]=3)=[O:11])=[C:8]([F:7])[CH:23]=2)[CH:30]=[N:31][C:32]=1[F:33]. The catalyst class is: 197. (6) Reactant: Cl.FC1C=C(C=CC=1)CN1C=C(C2C3C(=NC=C(C4C=CC(C5CCNCC5)=CC=4)C=3)N(S(C3C=CC(C)=CC=3)(=O)=O)C=2)C=N1.[F:46][C:47]1[CH:48]=[C:49]([CH:91]=[CH:92][CH:93]=1)[CH2:50][N:51]1[CH:55]=[C:54]([C:56]2[C:64]3[C:59](=[N:60][CH:61]=[C:62]([C:65]4[CH:70]=[CH:69][C:68]([N:71]5[CH2:76][CH2:75][N:74]([S:77]([CH3:80])(=[O:79])=[O:78])[CH2:73][CH2:72]5)=[CH:67][CH:66]=4)[CH:63]=3)[N:58](S(C3C=CC(C)=CC=3)(=O)=O)[CH:57]=2)[CH:53]=[N:52]1.[OH-].[Li+]. Product: [F:46][C:47]1[CH:48]=[C:49]([CH:91]=[CH:92][CH:93]=1)[CH2:50][N:51]1[CH:55]=[C:54]([C:56]2[C:64]3[C:59](=[N:60][CH:61]=[C:62]([C:65]4[CH:70]=[CH:69][C:68]([N:71]5[CH2:72][CH2:73][N:74]([S:77]([CH3:80])(=[O:79])=[O:78])[CH2:75][CH2:76]5)=[CH:67][CH:66]=4)[CH:63]=3)[NH:58][CH:57]=2)[CH:53]=[N:52]1. The catalyst class is: 87. (7) Reactant: [N+:1]([O-:4])(O)=[O:2].[Cl:5][C:6]1[C:7]([O:15][CH3:16])=[CH:8][C:9]([F:14])=[C:10]([CH:13]=1)[CH:11]=[O:12]. Product: [Cl:5][C:6]1[C:7]([O:15][CH3:16])=[C:8]([N+:1]([O-:4])=[O:2])[C:9]([F:14])=[C:10]([CH:13]=1)[CH:11]=[O:12]. The catalyst class is: 65.